This data is from Full USPTO retrosynthesis dataset with 1.9M reactions from patents (1976-2016). The task is: Predict the reactants needed to synthesize the given product. (1) Given the product [Cl:7][C:8]1[CH:9]=[C:10]([C@@H:17]([CH2:21][CH:22]2[CH2:26][CH2:25][CH2:24][C:23]2=[O:27])[C:18]([OH:20])=[O:19])[CH:11]=[CH:12][C:13]=1[S:14]([CH3:16])(=[O:2])=[O:15], predict the reactants needed to synthesize it. The reactants are: [Mn]([O-])(=O)(=O)=[O:2].[K+].[Cl:7][C:8]1[CH:9]=[C:10]([C@@H:17]([CH2:21][CH:22]2[CH2:26][CH2:25][CH2:24][C:23]2=[O:27])[C:18]([OH:20])=[O:19])[CH:11]=[CH:12][C:13]=1[S:14]([CH3:16])=[O:15]. (2) Given the product [F:19][C:13]1[CH:14]=[C:15]([F:18])[CH:16]=[CH:17][C:12]=1[C:11]1[O:20][N:7]=[C:8]([CH3:9])[N:10]=1, predict the reactants needed to synthesize it. The reactants are: Cl.NO.[OH-].[Na+].C[N:7](C)[C:8](=[N:10][C:11](=[O:20])[C:12]1[CH:17]=[CH:16][C:15]([F:18])=[CH:14][C:13]=1[F:19])[CH3:9].C([O-])(O)=O.[Na+]. (3) The reactants are: C([SiH2][O:6][C:7](C)(C)[C:8]1[CH:9]=[CH:10][C:11]([NH:14][C:15](=[O:34])[C:16]2[CH:21]=[C:20]([O:22][CH2:23][CH2:24][C:25]3[CH:29]=[CH:28][S:27][CH:26]=3)[CH:19]=[C:18]([O:30][CH:31]([CH3:33])[CH3:32])[CH:17]=2)=[N:12][CH:13]=1)(C)(C)C.[F-].C([N+](CCCC)(CCCC)CCCC)CCC. Given the product [OH:6][CH2:7][C:8]1[CH:9]=[CH:10][C:11]([NH:14][C:15](=[O:34])[C:16]2[CH:21]=[C:20]([O:22][CH2:23][CH2:24][C:25]3[CH:29]=[CH:28][S:27][CH:26]=3)[CH:19]=[C:18]([O:30][CH:31]([CH3:32])[CH3:33])[CH:17]=2)=[N:12][CH:13]=1, predict the reactants needed to synthesize it. (4) Given the product [NH2:1][C:2]1[C:3]([C:14]2[CH:23]=[CH:22][C:17]([C:18]([OH:20])=[O:19])=[C:16]([F:24])[CH:15]=2)=[N:4][C:5]([CH:8]2[CH2:13][CH2:12][O:11][CH2:10][CH2:9]2)=[CH:6][N:7]=1, predict the reactants needed to synthesize it. The reactants are: [NH2:1][C:2]1[C:3]([C:14]2[CH:23]=[CH:22][C:17]([C:18]([O:20]C)=[O:19])=[C:16]([F:24])[CH:15]=2)=[N:4][C:5]([CH:8]2[CH2:13][CH2:12][O:11][CH2:10][CH2:9]2)=[CH:6][N:7]=1.[Li+].[OH-]. (5) Given the product [NH2:22][C:18]1[CH:17]=[C:16]([NH:15][C:13]2[C:12]([F:23])=[CH:11][N:10]=[C:9]([NH:8][C:4]3[CH:5]=[CH:6][CH:7]=[C:2]([N:1]=[CH:25][C:26]([O:28][C:29]([CH3:32])([CH3:31])[CH3:30])=[O:27])[CH:3]=3)[N:14]=2)[CH:21]=[CH:20][CH:19]=1, predict the reactants needed to synthesize it. The reactants are: [NH2:1][C:2]1[CH:3]=[C:4]([NH:8][C:9]2[N:14]=[C:13]([NH:15][C:16]3[CH:21]=[CH:20][CH:19]=[C:18]([NH2:22])[CH:17]=3)[C:12]([F:23])=[CH:11][N:10]=2)[CH:5]=[CH:6][CH:7]=1.Br[CH2:25][C:26]([O:28][C:29]([CH3:32])([CH3:31])[CH3:30])=[O:27]. (6) The reactants are: C([N:4]1[C:8]2[CH:9]=[CH:10][CH:11]=[CH:12][C:7]=2[N:6]([CH2:13][C:14]2[C:15]3[C:22]([CH3:23])=[CH:21][CH:20]=[CH:19][C:16]=3[S:17][CH:18]=2)[C:5]1=[O:24])(C)=C.O1CCOCC1.O.Cl. Given the product [CH3:23][C:22]1[C:15]2[C:14]([CH2:13][N:6]3[C:7]4[CH:12]=[CH:11][CH:10]=[CH:9][C:8]=4[NH:4][C:5]3=[O:24])=[CH:18][S:17][C:16]=2[CH:19]=[CH:20][CH:21]=1, predict the reactants needed to synthesize it. (7) Given the product [CH3:41][O:40][CH:39]([O:42][CH3:43])[C:36]1[N:37]=[CH:38][C:33]([C:12]2[CH:11]=[CH:10][C:9]3[N:8]=[CH:7][C:6]4[N:2]([CH3:1])[C:3](=[O:31])[N:4]([C:24]5[C:25]([CH3:30])=[N:26][CH:27]=[CH:28][CH:29]=5)[C:5]=4[C:14]=3[CH:13]=2)=[CH:34][C:35]=1[O:44][CH3:45], predict the reactants needed to synthesize it. The reactants are: [CH3:1][N:2]1[C:6]2[CH:7]=[N:8][C:9]3[CH:10]=[CH:11][C:12](B4OC(C)(C)C(C)(C)O4)=[CH:13][C:14]=3[C:5]=2[N:4]([C:24]2[C:25]([CH3:30])=[N:26][CH:27]=[CH:28][CH:29]=2)[C:3]1=[O:31].Br[C:33]1[CH:34]=[C:35]([O:44][CH3:45])[C:36]([CH:39]([O:42][CH3:43])[O:40][CH3:41])=[N:37][CH:38]=1.